From a dataset of KCNQ2 potassium channel screen with 302,405 compounds. Binary Classification. Given a drug SMILES string, predict its activity (active/inactive) in a high-throughput screening assay against a specified biological target. (1) The molecule is P(=O)(c1c(OC)c([N+]([O-])=O)ccc1)(c1ccccc1)c1ccccc1. The result is 0 (inactive). (2) The compound is O=C(N1CCN(CC1)C)c1c(NC(=O)CCN2C(=O)c3c(C2=O)cccc3)cccc1. The result is 0 (inactive).